This data is from NCI-60 drug combinations with 297,098 pairs across 59 cell lines. The task is: Regression. Given two drug SMILES strings and cell line genomic features, predict the synergy score measuring deviation from expected non-interaction effect. (1) Cell line: BT-549. Drug 1: CC1=CC2C(CCC3(C2CCC3(C(=O)C)OC(=O)C)C)C4(C1=CC(=O)CC4)C. Drug 2: CN1C2=C(C=C(C=C2)N(CCCl)CCCl)N=C1CCCC(=O)O.Cl. Synergy scores: CSS=0.670, Synergy_ZIP=-1.10, Synergy_Bliss=1.56, Synergy_Loewe=-2.88, Synergy_HSA=-0.890. (2) Drug 1: COC1=NC(=NC2=C1N=CN2C3C(C(C(O3)CO)O)O)N. Drug 2: CCN(CC)CCCC(C)NC1=C2C=C(C=CC2=NC3=C1C=CC(=C3)Cl)OC. Cell line: HT29. Synergy scores: CSS=25.0, Synergy_ZIP=2.11, Synergy_Bliss=5.37, Synergy_Loewe=-36.6, Synergy_HSA=1.16. (3) Drug 1: CCN(CC)CCCC(C)NC1=C2C=C(C=CC2=NC3=C1C=CC(=C3)Cl)OC. Drug 2: CC1C(C(CC(O1)OC2CC(CC3=C2C(=C4C(=C3O)C(=O)C5=C(C4=O)C(=CC=C5)OC)O)(C(=O)CO)O)N)O.Cl. Cell line: NCI-H226. Synergy scores: CSS=48.1, Synergy_ZIP=0.444, Synergy_Bliss=-1.35, Synergy_Loewe=-25.3, Synergy_HSA=0.435. (4) Drug 1: CC1C(C(=O)NC(C(=O)N2CCCC2C(=O)N(CC(=O)N(C(C(=O)O1)C(C)C)C)C)C(C)C)NC(=O)C3=C4C(=C(C=C3)C)OC5=C(C(=O)C(=C(C5=N4)C(=O)NC6C(OC(=O)C(N(C(=O)CN(C(=O)C7CCCN7C(=O)C(NC6=O)C(C)C)C)C)C(C)C)C)N)C. Drug 2: CN(C(=O)NC(C=O)C(C(C(CO)O)O)O)N=O. Cell line: HL-60(TB). Synergy scores: CSS=29.6, Synergy_ZIP=-6.71, Synergy_Bliss=0.368, Synergy_Loewe=-24.8, Synergy_HSA=-0.709.